From a dataset of Peptide-MHC class I binding affinity with 185,985 pairs from IEDB/IMGT. Regression. Given a peptide amino acid sequence and an MHC pseudo amino acid sequence, predict their binding affinity value. This is MHC class I binding data. (1) The peptide sequence is GQQRSTLERTSKASL. The MHC is HLA-A02:02 with pseudo-sequence HLA-A02:02. The binding affinity (normalized) is 0.0924. (2) The peptide sequence is RLSVKTFVH. The MHC is HLA-A03:01 with pseudo-sequence HLA-A03:01. The binding affinity (normalized) is 0.692. (3) The peptide sequence is VTTNNLLEQL. The MHC is HLA-A02:01 with pseudo-sequence HLA-A02:01. The binding affinity (normalized) is 0.0778. (4) The peptide sequence is GEFLYCKMNW. The MHC is Mamu-A11 with pseudo-sequence Mamu-A11. The binding affinity (normalized) is 0. (5) The peptide sequence is YMFESKSMK. The MHC is HLA-B15:09 with pseudo-sequence HLA-B15:09. The binding affinity (normalized) is 0.0847.